Dataset: Full USPTO retrosynthesis dataset with 1.9M reactions from patents (1976-2016). Task: Predict the reactants needed to synthesize the given product. (1) Given the product [C:20]1([C:26]2[CH:27]=[CH:28][C:29]([O:4][C:1](=[O:3])[N:10]([CH3:11])[C@H:9]3[CH2:8][NH:7][C:6]3=[O:5])=[CH:30][CH:31]=2)[CH:25]=[CH:24][CH:23]=[CH:22][CH:21]=1, predict the reactants needed to synthesize it. The reactants are: [C:1]([O-:4])(=[O:3])C.[O:5]=[C:6]1[C@@H:9]([NH3+:10])[CH2:8][NH:7]1.[CH3:11]CN(C(C)C)C(C)C.[C:20]1([C:26]2[CH:31]=[CH:30][C:29](C3C=CN(C([O-])=O)C(=O)C=3C)=[CH:28][CH:27]=2)[CH:25]=[CH:24][CH:23]=[CH:22][CH:21]=1. (2) Given the product [C:1]([O:5][C:6](=[O:29])[NH:7][C:8]1[CH:13]=[CH:12][C:11]([C:14]2[CH:15]=[N:16][C:17]([O:20][CH2:21][C:22]3[CH:23]=[CH:24][CH:25]=[CH:26][CH:27]=3)=[CH:18][CH:19]=2)=[CH:10][C:9]=1[NH:28][C:35](=[O:36])[CH2:34][C:33](=[O:32])[C:38]1[CH:43]=[CH:42][CH:41]=[C:40]([C:44]([F:45])([F:47])[F:46])[CH:39]=1)([CH3:4])([CH3:2])[CH3:3], predict the reactants needed to synthesize it. The reactants are: [C:1]([O:5][C:6](=[O:29])[NH:7][C:8]1[CH:13]=[CH:12][C:11]([C:14]2[CH:15]=[N:16][C:17]([O:20][CH2:21][C:22]3[CH:27]=[CH:26][CH:25]=[CH:24][CH:23]=3)=[CH:18][CH:19]=2)=[CH:10][C:9]=1[NH2:28])([CH3:4])([CH3:3])[CH3:2].CC1(C)[O:36][C:35](=O)[CH:34]=[C:33]([C:38]2[CH:43]=[CH:42][CH:41]=[C:40]([C:44]([F:47])([F:46])[F:45])[CH:39]=2)[O:32]1. (3) The reactants are: [C:1](Cl)(=[O:3])[CH3:2].[OH:5][CH2:6][C:7]1([C:22](O)=[O:23])[CH2:11][CH2:10][N:9]([C:12](=[O:21])[C:13]2[CH:18]=[CH:17][C:16]([O:19][CH3:20])=[CH:15][CH:14]=2)[CH2:8]1.O. Given the product [CH2:1]([O:3][C:6]([C:7]1([CH2:22][OH:23])[CH2:11][CH2:10][N:9]([C:12](=[O:21])[C:13]2[CH:18]=[CH:17][C:16]([O:19][CH3:20])=[CH:15][CH:14]=2)[CH2:8]1)=[O:5])[CH3:2], predict the reactants needed to synthesize it. (4) Given the product [F:1][C:2]1[CH:39]=[CH:38][C:5]([CH2:6][O:7][C:8]2[C:17]3[C:16]([CH3:19])([CH3:18])[CH2:15][CH2:14][C:13]([CH3:20])([CH3:21])[C:12]=3[CH:11]=[C:10]([C:22]([C:24]3[CH:25]=[C:26]4[C:31](=[CH:32][CH:33]=3)[CH:30]=[C:29]([C:34]([OH:36])=[O:35])[CH:28]=[CH:27]4)=[O:23])[CH:9]=2)=[CH:4][CH:3]=1, predict the reactants needed to synthesize it. The reactants are: [F:1][C:2]1[CH:39]=[CH:38][C:5]([CH2:6][O:7][C:8]2[C:17]3[C:16]([CH3:19])([CH3:18])[CH2:15][CH2:14][C:13]([CH3:21])([CH3:20])[C:12]=3[CH:11]=[C:10]([C:22]([C:24]3[CH:25]=[C:26]4[C:31](=[CH:32][CH:33]=3)[CH:30]=[C:29]([C:34]([O:36]C)=[O:35])[CH:28]=[CH:27]4)=[O:23])[CH:9]=2)=[CH:4][CH:3]=1.[OH-].[Na+]. (5) Given the product [N+:1]([C:4]1[CH:5]=[C:6]([NH:7][C:11](=[O:14])[CH:12]=[CH2:13])[CH:8]=[CH:9][CH:10]=1)([O-:3])=[O:2], predict the reactants needed to synthesize it. The reactants are: [N+:1]([C:4]1[CH:5]=[C:6]([CH:8]=[CH:9][CH:10]=1)[NH2:7])([O-:3])=[O:2].[C:11](Cl)(=[O:14])[CH:12]=[CH2:13]. (6) Given the product [Cl:1][C:2]1[CH:7]=[CH:6][C:5]([C:8]2[O:12][C:11]([NH:13][C:14]3[CH:15]=[CH:16][CH:17]=[C:18]4[C:23]=3[CH2:22][C:21](=[O:24])[CH2:20][CH2:19]4)=[N:10][CH:9]=2)=[CH:4][CH:3]=1, predict the reactants needed to synthesize it. The reactants are: [Cl:1][C:2]1[CH:7]=[CH:6][C:5]([C:8]2[O:12][C:11]([NH:13][C:14]3[C:23]4[CH2:22][C:21]([O:24]CC)=[CH:20][CH2:19][C:18]=4[CH:17]=[CH:16][CH:15]=3)=[N:10][CH:9]=2)=[CH:4][CH:3]=1.C(OC1CC2C(NC3OC(C4C=CC(C(F)(F)F)=CC=4)=CN=3)=CC=CC=2CC=1)C.